Predict the product of the given reaction. From a dataset of Forward reaction prediction with 1.9M reactions from USPTO patents (1976-2016). (1) Given the reactants Cl[CH2:2][C:3]([N:5]1[CH2:10][CH2:9][N:8]([C:11]2[CH:16]=[CH:15][C:14]([Cl:17])=[C:13]([O:18][CH3:19])[CH:12]=2)[CH2:7][CH2:6]1)=[O:4].[Cl:20][C:21]1[CH:31]=[CH:30][C:24]2[NH:25][C:26](=[O:29])[O:27][CH2:28][C:23]=2[CH:22]=1.C([O-])([O-])=O.[Cs+].[Cs+], predict the reaction product. The product is: [Cl:20][C:21]1[CH:31]=[CH:30][C:24]2[N:25]([CH2:2][C:3]([N:5]3[CH2:10][CH2:9][N:8]([C:11]4[CH:16]=[CH:15][C:14]([Cl:17])=[C:13]([O:18][CH3:19])[CH:12]=4)[CH2:7][CH2:6]3)=[O:4])[C:26](=[O:29])[O:27][CH2:28][C:23]=2[CH:22]=1. (2) Given the reactants Br[C:2]1[CH:3]=[CH:4][C:5]([CH2:21][CH3:22])=[C:6]([CH:8]2[C:16](=[O:17])[CH:15]3[CH:10]([CH:11]4[CH2:19][CH2:18][CH:14]3[CH2:13][CH2:12]4)[C:9]2=[O:20])[CH:7]=1.N1CCC[C@H]1C(O)=[O:26].[OH-].[Na+].Cl, predict the reaction product. The product is: [CH2:21]([C:5]1[CH:4]=[CH:3][C:2]([OH:26])=[CH:7][C:6]=1[CH:8]1[C:9](=[O:20])[CH:10]2[CH:15]([CH:14]3[CH2:18][CH2:19][CH:11]2[CH2:12][CH2:13]3)[C:16]1=[O:17])[CH3:22].